The task is: Predict the product of the given reaction.. This data is from Forward reaction prediction with 1.9M reactions from USPTO patents (1976-2016). (1) The product is: [OH:2][C:1]1[CH:9]=[CH:8][C:7]2[C:18](=[O:21])[C:1]3[C:9]([O:6][C:5]=2[C:3]=1[OH:4])=[CH:8][CH:7]=[CH:5][CH:3]=3. Given the reactants [C:1]1([CH:9]=[CH:8][CH:7]=[C:5]([OH:6])[C:3]=1[OH:4])[OH:2].[Cl-].[Al+3].[Cl-].[Cl-].C(Cl)(Cl)Cl.[C:18](=[O:21])([O-])[O-].[Na+].[Na+], predict the reaction product. (2) Given the reactants [Br:1][C:2]1[CH:7]=[C:6](Br)[C:5]([CH3:9])=[CH:4][C:3]=1[CH3:10].C([Li])CCC.C[O:17]B(OC)OC.OO.[OH-].[Na+], predict the reaction product. The product is: [Br:1][C:2]1[C:3]([CH3:10])=[CH:4][C:5]([CH3:9])=[C:6]([OH:17])[CH:7]=1.